Dataset: Clinical trial toxicity outcomes and FDA approval status for drugs. Task: Regression/Classification. Given a drug SMILES string, predict its toxicity properties. Task type varies by dataset: regression for continuous values (e.g., LD50, hERG inhibition percentage) or binary classification for toxic/non-toxic outcomes (e.g., AMES mutagenicity, cardiotoxicity, hepatotoxicity). Dataset: clintox. The drug is CC1=C(C(=O)[O-])N2C(=O)[C@@H](NC(=O)[C@H]([NH3+])C3=CCC=CC3)[C@H]2SC1. The result is 0 (passed clinical trial).